Dataset: Reaction yield outcomes from USPTO patents with 853,638 reactions. Task: Predict the reaction yield, written as a fraction of the theoretical maximum amount of product (1.0 means a 100% yield; for example, 0.34 means a 34% yield). The reactants are [NH2:1][C:2]1[CH:7]=[CH:6][CH:5]=[CH:4][C:3]=1[NH:8][C:9](=[O:28])[C:10]1[CH:15]=[CH:14][C:13]([CH2:16][N:17]2[CH2:25][C:24]3[C:19](=[CH:20][CH:21]=[CH:22][C:23]=3Br)[C:18]2=[O:27])=[CH:12][CH:11]=1.[F:29][C:30]1[CH:35]=[CH:34][C:33](B(O)O)=[CH:32][CH:31]=1. No catalyst specified. The product is [NH2:1][C:2]1[CH:7]=[CH:6][CH:5]=[CH:4][C:3]=1[NH:8][C:9](=[O:28])[C:10]1[CH:15]=[CH:14][C:13]([CH2:16][N:17]2[CH2:25][C:24]3[C:19](=[CH:20][CH:21]=[CH:22][C:23]=3[C:33]3[CH:34]=[CH:35][C:30]([F:29])=[CH:31][CH:32]=3)[C:18]2=[O:27])=[CH:12][CH:11]=1. The yield is 0.290.